From a dataset of Reaction yield outcomes from USPTO patents with 853,638 reactions. Predict the reaction yield, written as a fraction of the theoretical maximum amount of product (1.0 means a 100% yield; for example, 0.34 means a 34% yield). The reactants are Cl[C:2]1[CH:7]=[CH:6][C:5]([N+:8]([O-:10])=[O:9])=[CH:4][N:3]=1.[CH:11]([O:14][Na])([CH3:13])[CH3:12]. The catalyst is CC(O)C. The product is [O:14]([C:2]1[CH:7]=[CH:6][C:5]([N+:8]([O-:10])=[O:9])=[CH:4][N:3]=1)[CH:11]([CH3:13])[CH3:12]. The yield is 0.790.